This data is from Reaction yield outcomes from USPTO patents with 853,638 reactions. The task is: Predict the reaction yield, written as a fraction of the theoretical maximum amount of product (1.0 means a 100% yield; for example, 0.34 means a 34% yield). (1) The reactants are [CH3:1][O:2][CH2:3][C:4]1[N:9]=[CH:8][C:7]([O:10][C:11]2[CH:12]=[C:13]3[C:17](=[C:18]([O:20][CH:21]([CH3:23])[CH3:22])[CH:19]=2)[NH:16][C:15]([C:24]([NH2:26])=O)=[CH:14]3)=[CH:6][CH:5]=1.COC1C=CC(P2(SP(C3C=CC(OC)=CC=3)(=S)S2)=[S:36])=CC=1.[C:49]([O:54][CH2:55][CH3:56])(=[O:53])[C:50]#[C:51][CH3:52].C(P(CCCC)CCCC)CCC. The catalyst is O1CCCC1. The product is [CH3:1][O:2][CH2:3][C:4]1[N:9]=[CH:8][C:7]([O:10][C:11]2[CH:12]=[C:13]3[C:17](=[C:18]([O:20][CH:21]([CH3:22])[CH3:23])[CH:19]=2)[NH:16][C:15]([C:24]2[S:36][CH:51]([CH2:50][C:49]([O:54][CH2:55][CH3:56])=[O:53])[CH2:52][N:26]=2)=[CH:14]3)=[CH:6][CH:5]=1. The yield is 0.500. (2) The reactants are [N+:1]([C:4]1[CH:5]=[C:6]([CH:8]=[CH:9][CH:10]=1)[NH2:7])([O-:3])=[O:2].[CH3:11][C:12]([CH3:14])=O.CC(C)([O-])C.[K+]. The catalyst is CS(C)=O. The product is [CH3:14][C:12]1[NH:7][C:6]2[C:5]([CH:11]=1)=[C:4]([N+:1]([O-:3])=[O:2])[CH:10]=[CH:9][CH:8]=2. The yield is 0.440. (3) The reactants are Cl[C:2]1[C:7]([CH2:8][CH2:9][C:10](OCC)=[O:11])=[CH:6][N:5]=[C:4](/[CH:15]=[CH:16]/[C:17]2[CH:22]=[CH:21][CH:20]=[CH:19][CH:18]=2)[N:3]=1.[NH3:23].CO. No catalyst specified. The product is [C:17]1(/[CH:16]=[CH:15]/[CH:4]2[NH:3][C:2]3[NH:23][C:10](=[O:11])[CH2:9][CH2:8][C:7]=3[CH:6]=[N:5]2)[CH:22]=[CH:21][CH:20]=[CH:19][CH:18]=1. The yield is 0.363. (4) The reactants are [C:1]1([C:7]2[CH:8]=[C:9]([C:16]([OH:18])=[O:17])[S:10][C:11]=2[C:12]([F:15])([F:14])[F:13])[CH:6]=[CH:5][CH:4]=[CH:3][CH:2]=1.O/[N:20]=[C:21](/[C:23]1[CH:40]=[CH:39][C:26]([CH2:27][N:28]2[CH2:31][CH:30]([C:32]([O:34][C:35]([CH3:38])(C)C)=[O:33])[CH2:29]2)=[CH:25][CH:24]=1)\[NH2:22].N1C=CC=[CH:43][C:42]=1C1C(C(F)(F)F)=C(C2ON=C(C3C=CC(CN4CC(C(O)=O)C4)=CC=3)N=2)ON=1.C1C=CC2N(O)N=NC=2C=1.CCN(C(C)C)C(C)C.C(Cl)CCl. The catalyst is CN(C)C=O. The product is [C:1]1([C:7]2[CH:8]=[C:9]([C:16]([O:18][N:20]=[C:21]([C:23]3[CH:24]=[CH:25][C:26]([CH2:27][N:28]4[CH2:29][CH:30]([C:32]([O:34][CH2:35][CH2:38][CH2:42][CH3:43])=[O:33])[CH2:31]4)=[CH:39][CH:40]=3)[NH2:22])=[O:17])[S:10][C:11]=2[C:12]([F:14])([F:15])[F:13])[CH:2]=[CH:3][CH:4]=[CH:5][CH:6]=1. The yield is 0.890. (5) The reactants are I[C:2]1[C:10]2[C:5](=[N:6][CH:7]=[CH:8][CH:9]=2)[N:4]([Si:11]([CH:18]([CH3:20])[CH3:19])([CH:15]([CH3:17])[CH3:16])[CH:12]([CH3:14])[CH3:13])[CH:3]=1.C([Mg]Cl)(C)C.[CH2:26]([O:28][C:29]1[C:36]([O:37][CH2:38][C:39]2[CH:44]=[CH:43][CH:42]=[CH:41][CH:40]=2)=[CH:35][CH:34]=[CH:33][C:30]=1[CH:31]=[O:32])[CH3:27].O. The catalyst is O1CCCC1. The product is [CH2:38]([O:37][C:36]1[C:29]([O:28][CH2:26][CH3:27])=[C:30]([CH:31]([C:2]2[C:10]3[C:5](=[N:6][CH:7]=[CH:8][CH:9]=3)[N:4]([Si:11]([CH:18]([CH3:20])[CH3:19])([CH:15]([CH3:17])[CH3:16])[CH:12]([CH3:14])[CH3:13])[CH:3]=2)[OH:32])[CH:33]=[CH:34][CH:35]=1)[C:39]1[CH:40]=[CH:41][CH:42]=[CH:43][CH:44]=1. The yield is 0.139. (6) The reactants are C[O:2][C:3](=O)[CH2:4][C:5]([NH:7][C:8]1[CH:13]=[CH:12][C:11]([O:14][CH2:15][C:16]2[CH:21]=[CH:20][C:19]([F:22])=[CH:18][C:17]=2[F:23])=[CH:10][CH:9]=1)=[O:6].[OH-].[NH4+:26]. No catalyst specified. The product is [F:23][C:17]1[CH:18]=[C:19]([F:22])[CH:20]=[CH:21][C:16]=1[CH2:15][O:14][C:11]1[CH:12]=[CH:13][C:8]([NH:7][C:5](=[O:6])[CH2:4][C:3]([NH2:26])=[O:2])=[CH:9][CH:10]=1. The yield is 0.490. (7) The reactants are Br[C:2]1[CH:3]=[C:4]2[C:8](=[CH:9][CH:10]=1)[N:7]([C:11]1[CH:16]=[CH:15][C:14]([F:17])=[CH:13][CH:12]=1)[N:6]=[CH:5]2.[Li]CCCC.[CH3:23][N:24]([CH3:43])[S:25]([N:28]1[C:32]2=[N:33][CH:34]=[CH:35][CH:36]=[C:31]2[C:30]([C:37](=[O:42])[C:38]([F:41])([F:40])[F:39])=[CH:29]1)(=[O:27])=[O:26]. The catalyst is C1COCC1.CCCCCC.[Cl-].[NH4+]. The product is [CH3:23][N:24]([CH3:43])[S:25]([N:28]1[C:32]2=[N:33][CH:34]=[CH:35][CH:36]=[C:31]2[C:30]([C:37]([C:2]2[CH:3]=[C:4]3[C:8](=[CH:9][CH:10]=2)[N:7]([C:11]2[CH:16]=[CH:15][C:14]([F:17])=[CH:13][CH:12]=2)[N:6]=[CH:5]3)([OH:42])[C:38]([F:39])([F:41])[F:40])=[CH:29]1)(=[O:26])=[O:27]. The yield is 0.280.